From a dataset of Catalyst prediction with 721,799 reactions and 888 catalyst types from USPTO. Predict which catalyst facilitates the given reaction. (1) The catalyst class is: 5. Product: [CH3:10][O:9][C:7]([C:6]1[CH:5]=[C:4]([Br:26])[C:3](=[O:2])[N:13]([CH2:14][CH2:15][C:16]2[CH:21]=[CH:20][CH:19]=[CH:18][CH:17]=2)[C:11]=1[CH3:12])=[O:8]. Reactant: C[O:2][C:3](=O)[CH:4]=[CH:5][C:6](=[C:11]([NH:13][CH2:14][CH2:15][C:16]1[CH:21]=[CH:20][CH:19]=[CH:18][CH:17]=1)[CH3:12])[C:7]([O:9][CH3:10])=[O:8].C[O-].[Na+].[Br:26]N1C(=O)CCC1=O. (2) Reactant: Cl.[NH2:2][CH:3]([CH:7]1[CH2:11][CH2:10][O:9][CH2:8]1)[C:4]([OH:6])=[O:5].[C:12](O[C:12]([O:14][C:15]([CH3:18])([CH3:17])[CH3:16])=[O:13])([O:14][C:15]([CH3:18])([CH3:17])[CH3:16])=[O:13].[OH-].[Na+].Cl. Product: [C:15]([O:14][C:12]([NH:2][CH:3]([CH:7]1[CH2:11][CH2:10][O:9][CH2:8]1)[C:4]([OH:6])=[O:5])=[O:13])([CH3:18])([CH3:17])[CH3:16]. The catalyst class is: 20. (3) Reactant: [F:1][C:2]([F:25])([F:24])[C:3]1[CH:23]=[CH:22][C:6]([O:7][CH:8]([C:12]2[CH:17]=[CH:16][CH:15]=[C:14]([C:18]([F:21])([F:20])[F:19])[CH:13]=2)[C:9](O)=[O:10])=[CH:5][CH:4]=1.S(Cl)([Cl:28])=O.CN(C)C=O. Product: [F:1][C:2]([F:25])([F:24])[C:3]1[CH:23]=[CH:22][C:6]([O:7][CH:8]([C:12]2[CH:17]=[CH:16][CH:15]=[C:14]([C:18]([F:21])([F:20])[F:19])[CH:13]=2)[C:9]([Cl:28])=[O:10])=[CH:5][CH:4]=1. The catalyst class is: 4. (4) Reactant: [O:1]1[CH:5]=[CH:4][C:3]([C:6]2[N:10]([CH3:11])[N:9]=[CH:8][C:7]=2/[CH:12]=[CH:13]/[C:14]([O:16]CC)=[O:15])=[CH:2]1.O1CCCC1.[OH-].[Na+].Cl. Product: [O:1]1[CH:5]=[CH:4][C:3]([C:6]2[N:10]([CH3:11])[N:9]=[CH:8][C:7]=2/[CH:12]=[CH:13]/[C:14]([OH:16])=[O:15])=[CH:2]1. The catalyst class is: 8. (5) Reactant: [F:1][CH:2]1[CH:7]([OH:8])[CH2:6][CH2:5][N:4]([C:9]([O:11][C:12]([CH3:15])([CH3:14])[CH3:13])=[O:10])[CH2:3]1.[H-].[Na+].[C:18](Cl)(=[O:25])[C:19]1[CH:24]=[CH:23][CH:22]=[CH:21][CH:20]=1. Product: [C:18]([O:8][CH:7]1[CH2:6][CH2:5][N:4]([C:9]([O:11][C:12]([CH3:15])([CH3:14])[CH3:13])=[O:10])[CH2:3][CH:2]1[F:1])(=[O:25])[C:19]1[CH:24]=[CH:23][CH:22]=[CH:21][CH:20]=1. The catalyst class is: 1.